Dataset: Reaction yield outcomes from USPTO patents with 853,638 reactions. Task: Predict the reaction yield, written as a fraction of the theoretical maximum amount of product (1.0 means a 100% yield; for example, 0.34 means a 34% yield). The reactants are [CH3:1][N:2]1[C:6]([C:7]([F:10])([F:9])[F:8])=[CH:5][C:4]([NH2:11])=[N:3]1.Cl[C:13]([O:15][C:16]1[CH:21]=[CH:20][CH:19]=[CH:18][CH:17]=1)=[O:14].C([O-])([O-])=O.[K+].[K+]. The catalyst is C1COCC1. The product is [CH3:1][N:2]1[C:6]([C:7]([F:8])([F:9])[F:10])=[CH:5][C:4]([NH:11][C:13](=[O:14])[O:15][C:16]2[CH:21]=[CH:20][CH:19]=[CH:18][CH:17]=2)=[N:3]1. The yield is 0.710.